Dataset: Forward reaction prediction with 1.9M reactions from USPTO patents (1976-2016). Task: Predict the product of the given reaction. (1) Given the reactants [CH3:1][O:2][C:3]1[CH:8]=[CH:7][C:6]([CH2:9][C:10](Cl)=[O:11])=[CH:5][CH:4]=1.[CH3:13][O:14][C:15]1[CH:16]=[C:17]([CH2:23][CH2:24][NH2:25])[CH:18]=[CH:19][C:20]=1[O:21][CH3:22], predict the reaction product. The product is: [CH3:13][O:14][C:15]1[CH:16]=[C:17]([CH2:23][CH2:24][NH:25][C:10](=[O:11])[CH2:9][C:6]2[CH:7]=[CH:8][C:3]([O:2][CH3:1])=[CH:4][CH:5]=2)[CH:18]=[CH:19][C:20]=1[O:21][CH3:22]. (2) Given the reactants C([O-])([O-])=O.[K+].[K+].[NH:7]1[CH2:11][CH2:10][CH2:9][CH2:8]1.F[C:13]1[N:18]=[C:17]([S:19][CH2:20][CH2:21][CH2:22][C:23]2[CH:28]=[CH:27][CH:26]=[CH:25][CH:24]=2)[C:16]([C:29]([NH:31][CH2:32][C:33]2[S:34][CH:35]=[CH:36][CH:37]=2)=[O:30])=[CH:15][CH:14]=1.CCCCCC.CC(=O)OCC, predict the reaction product. The product is: [C:23]1([CH2:22][CH2:21][CH2:20][S:19][C:17]2[C:16]([C:29]([NH:31][CH2:32][C:33]3[S:34][CH:35]=[CH:36][CH:37]=3)=[O:30])=[CH:15][CH:14]=[C:13]([N:7]3[CH2:11][CH2:10][CH2:9][CH2:8]3)[N:18]=2)[CH:28]=[CH:27][CH:26]=[CH:25][CH:24]=1. (3) Given the reactants [Ce+4].[NH4+].[CH3:3][O:4][C@@H:5]1[C@@H:10]2[CH2:11][C@@H:7]([C:8](=[O:21])[N:9]2CC2C=CC(OC)=CC=2)[CH2:6]1, predict the reaction product. The product is: [CH3:3][O:4][C@@H:5]1[C@@H:10]2[CH2:11][C@@H:7]([C:8](=[O:21])[NH:9]2)[CH2:6]1. (4) The product is: [CH3:25][C:22]1[CH:23]=[CH:24][C:19]([S:16]([NH:14][C@H:13]([CH2:15][C:6]#[C:5][Si:2]([CH3:4])([CH3:3])[CH3:1])[CH3:12])(=[O:18])=[O:17])=[CH:20][CH:21]=1. Given the reactants [CH3:1][Si:2]([C:5]#[CH:6])([CH3:4])[CH3:3].[Li]CCCC.[CH3:12][CH:13]1[CH2:15][N@@:14]1[S:16]([C:19]1[CH:24]=[CH:23][C:22]([CH3:25])=[CH:21][CH:20]=1)(=[O:18])=[O:17], predict the reaction product. (5) The product is: [CH:2]([N:5]1[CH2:6][CH2:7][CH:8]([O:11][C:12]2[CH:13]=[C:14]3[C:18](=[CH:19][C:20]=2[CH3:21])[NH:17][C:16]([C:22]([N:32]2[CH2:33][CH2:34][N:29]([S:26]([CH3:25])(=[O:28])=[O:27])[CH2:30][CH2:31]2)=[O:24])=[CH:15]3)[CH2:9][CH2:10]1)([CH3:3])[CH3:4]. Given the reactants Cl.[CH:2]([N:5]1[CH2:10][CH2:9][CH:8]([O:11][C:12]2[CH:13]=[C:14]3[C:18](=[CH:19][C:20]=2[CH3:21])[NH:17][C:16]([C:22]([OH:24])=O)=[CH:15]3)[CH2:7][CH2:6]1)([CH3:4])[CH3:3].[CH3:25][S:26]([N:29]1[CH2:34][CH2:33][NH:32][CH2:31][CH2:30]1)(=[O:28])=[O:27], predict the reaction product. (6) Given the reactants [C:1]([O:5][C:6](=[O:38])[N:7]([C@@H:19]([CH2:22][C:23]1[CH:28]=[CH:27][C:26]([O:29][C:30]2[C:35]([C:36]#[N:37])=[CH:34][CH:33]=[CH:32][N:31]=2)=[CH:25][CH:24]=1)[CH2:20][OH:21])[CH2:8][C@H:9]([OH:18])[CH2:10][O:11][C:12]1[CH:17]=[CH:16][CH:15]=[CH:14][CH:13]=1)([CH3:4])([CH3:3])[CH3:2].[OH:39]O.[OH-].[Na+], predict the reaction product. The product is: [C:1]([O:5][C:6](=[O:38])[N:7]([C@@H:19]([CH2:22][C:23]1[CH:28]=[CH:27][C:26]([O:29][C:30]2[C:35]([C:36](=[O:39])[NH2:37])=[CH:34][CH:33]=[CH:32][N:31]=2)=[CH:25][CH:24]=1)[CH2:20][OH:21])[CH2:8][C@H:9]([OH:18])[CH2:10][O:11][C:12]1[CH:13]=[CH:14][CH:15]=[CH:16][CH:17]=1)([CH3:4])([CH3:2])[CH3:3]. (7) Given the reactants C(O)(=O)C(C(C(O)=O)O)O.[NH:11]1[CH2:16][CH2:15][CH2:14][C@@H:13]([C:17]([O:19][CH2:20][CH3:21])=[O:18])[CH2:12]1.[CH3:22][C:23]([O:26][C:27](O[C:27]([O:26][C:23]([CH3:25])([CH3:24])[CH3:22])=[O:28])=[O:28])([CH3:25])[CH3:24], predict the reaction product. The product is: [N:11]1([C:27]([O:26][C:23]([CH3:25])([CH3:24])[CH3:22])=[O:28])[CH2:16][CH2:15][CH2:14][C@@H:13]([C:17]([O:19][CH2:20][CH3:21])=[O:18])[CH2:12]1.